This data is from Catalyst prediction with 721,799 reactions and 888 catalyst types from USPTO. The task is: Predict which catalyst facilitates the given reaction. (1) Reactant: [C:1]([C:5]1[CH:9]=[C:8]([NH2:10])[N:7]([C:11]2[CH:16]=[CH:15][CH:14]=[CH:13][C:12]=2[CH3:17])[N:6]=1)([CH3:4])([CH3:3])[CH3:2].Br[C:19]1[CH:28]=[CH:27][C:26]([Br:29])=[CH:25][C:20]=1[C:21]([O:23][CH3:24])=[O:22].C1C=CC(P(C2C(C3C(P(C4C=CC=CC=4)C4C=CC=CC=4)=CC=C4C=3C=CC=C4)=C3C(C=CC=C3)=CC=2)C2C=CC=CC=2)=CC=1.C([O-])([O-])=O.[Cs+].[Cs+]. Product: [Br:29][C:26]1[CH:27]=[CH:28][C:19]([NH:10][C:8]2[N:7]([C:11]3[CH:16]=[CH:15][CH:14]=[CH:13][C:12]=3[CH3:17])[N:6]=[C:5]([C:1]([CH3:4])([CH3:3])[CH3:2])[CH:9]=2)=[C:20]([CH:25]=1)[C:21]([O:23][CH3:24])=[O:22]. The catalyst class is: 110. (2) Reactant: CC(C)([O-])C.[K+].[F:7][C:8]([F:20])([F:19])[O:9][C:10]1[CH:15]=[CH:14][C:13]([C:16](=[O:18])[CH3:17])=[CH:12][CH:11]=1.[F:21][C:22]([F:29])([F:28])[C:23](OCC)=[O:24].OS(O)(=O)=O. Product: [F:21][C:22]([F:29])([F:28])/[C:23](/[OH:24])=[CH:17]/[C:16]([C:13]1[CH:12]=[CH:11][C:10]([O:9][C:8]([F:19])([F:20])[F:7])=[CH:15][CH:14]=1)=[O:18]. The catalyst class is: 11. (3) Reactant: Br[C:2]1[CH:7]=[CH:6][CH:5]=[CH:4][C:3]=1[CH:8]([CH3:10])[CH3:9].[Li]CCCC.CN([CH:19]=[O:20])C. Product: [CH:8]([C:3]1[CH:4]=[CH:5][CH:6]=[CH:7][C:2]=1[CH:19]=[O:20])([CH3:10])[CH3:9]. The catalyst class is: 683. (4) Reactant: Cl[C:2]1[CH:7]=[C:6]([C:8]2[CH:13]=[CH:12][CH:11]=[CH:10][CH:9]=2)[N:5]=[CH:4][N:3]=1.[CH2:14]([OH:17])[C:15]#[CH:16].[H-].[Na+].O. Product: [C:8]1([C:6]2[CH:7]=[C:2]([O:17][CH2:14][C:15]#[CH:16])[N:3]=[CH:4][N:5]=2)[CH:13]=[CH:12][CH:11]=[CH:10][CH:9]=1. The catalyst class is: 7. (5) Reactant: [Br:1][C:2]1[CH:7]=[CH:6][C:5]([S:8](Cl)(=[O:10])=[O:9])=[C:4]([O:12][C:13]([F:16])([F:15])[F:14])[CH:3]=1.[CH2:17]([NH2:20])[CH2:18][CH3:19]. Product: [Br:1][C:2]1[CH:7]=[CH:6][C:5]([S:8]([NH:20][CH2:17][CH2:18][CH3:19])(=[O:10])=[O:9])=[C:4]([O:12][C:13]([F:16])([F:15])[F:14])[CH:3]=1. The catalyst class is: 4.